From a dataset of Reaction yield outcomes from USPTO patents with 853,638 reactions. Predict the reaction yield, written as a fraction of the theoretical maximum amount of product (1.0 means a 100% yield; for example, 0.34 means a 34% yield). (1) The reactants are [SH:1][C:2]1[CH:10]=[CH:9][C:5]([C:6]([OH:8])=O)=[CH:4][N:3]=1.Cl.[CH3:12][C@@H:13]([NH2:18])[C:14]([F:17])([F:16])[F:15].CCOC1N(C(OCC)=O)C2C(=CC=CC=2)C=C1.C(N(CC)CC)C. The catalyst is CN(C=O)C.O. The product is [SH:1][C:2]1[CH:10]=[CH:9][C:5]([C:6]([NH:18][C@H:13]([CH3:12])[C:14]([F:17])([F:16])[F:15])=[O:8])=[CH:4][N:3]=1. The yield is 0.180. (2) The reactants are Cl[C:2]([O:4][CH2:5][C:6]1[CH:11]=[CH:10][CH:9]=[CH:8][CH:7]=1)=[O:3].[NH2:12][C:13]1[CH:14]=[C:15]([CH:20]2[CH2:25][CH2:24][N:23]([C:26]([O:28][C:29]([CH3:32])([CH3:31])[CH3:30])=[O:27])[CH2:22][CH2:21]2)[C:16]([CH3:19])=[CH:17][CH:18]=1.C([O-])([O-])=O.[K+].[K+].C(Cl)Cl. The catalyst is O1CCCC1. The product is [CH3:19][C:16]1[CH:17]=[CH:18][C:13]([NH:12][C:2]([O:4][CH2:5][C:6]2[CH:11]=[CH:10][CH:9]=[CH:8][CH:7]=2)=[O:3])=[CH:14][C:15]=1[CH:20]1[CH2:21][CH2:22][N:23]([C:26]([O:28][C:29]([CH3:32])([CH3:31])[CH3:30])=[O:27])[CH2:24][CH2:25]1. The yield is 0.771. (3) The reactants are C(=O)([O-])[O-].[K+].[K+].[CH:7]1(Br)[CH2:11][CH2:10][CH2:9][CH2:8]1.CN(C=O)C.[Br:18][C:19]1[CH:20]=[CH:21][C:22]([OH:28])=[C:23]([C:25](=[O:27])[CH3:26])[CH:24]=1. The catalyst is O. The product is [Br:18][C:19]1[CH:20]=[CH:21][C:22]([O:28][CH:7]2[CH2:11][CH2:10][CH2:9][CH2:8]2)=[C:23]([C:25](=[O:27])[CH3:26])[CH:24]=1. The yield is 1.00. (4) The reactants are C([O:7][C:8]1[CH:9]=[C:10]2[C:14](=[C:15]([O:17][C:18]3[CH:23]=[CH:22][C:21]([S:24]([CH3:27])(=[O:26])=[O:25])=[CH:20][CH:19]=3)[CH:16]=1)[N:13]([CH2:28][O:29][CH3:30])[N:12]=[C:11]2[NH:31][C:32]1[CH:36]=[CH:35][N:34]([CH3:37])[N:33]=1)(=O)C(C)(C)C.C(=O)([O-])[O-].[K+].[K+]. The catalyst is CO.C(OCC)(=O)C. The product is [CH3:30][O:29][CH2:28][N:13]1[C:14]2[C:10](=[CH:9][C:8]([OH:7])=[CH:16][C:15]=2[O:17][C:18]2[CH:19]=[CH:20][C:21]([S:24]([CH3:27])(=[O:26])=[O:25])=[CH:22][CH:23]=2)[C:11]([NH:31][C:32]2[CH:36]=[CH:35][N:34]([CH3:37])[N:33]=2)=[N:12]1. The yield is 0.920. (5) The reactants are [NH2:1][C:2]1[CH:7]=[CH:6][C:5]([N:8]2[C:14](=[O:15])[CH2:13][C:12](=[O:16])[NH:11][C:10]3[C:17]4[CH2:18][CH2:19][CH2:20][CH2:21][C:22]=4[CH:23]=[CH:24][C:9]2=3)=[CH:4][CH:3]=1.[Cl:25][C:26]1[C:31]([Cl:32])=[CH:30][CH:29]=[CH:28][C:27]=1[CH2:33][S:34](Cl)(=[O:36])=[O:35]. No catalyst specified. The product is [Cl:25][C:26]1[C:31]([Cl:32])=[CH:30][CH:29]=[CH:28][C:27]=1[CH2:33][S:34]([NH:1][C:2]1[CH:3]=[CH:4][C:5]([N:8]2[C:14](=[O:15])[CH2:13][C:12](=[O:16])[NH:11][C:10]3[C:17]4[CH2:18][CH2:19][CH2:20][CH2:21][C:22]=4[CH:23]=[CH:24][C:9]2=3)=[CH:6][CH:7]=1)(=[O:36])=[O:35]. The yield is 0.920. (6) The reactants are [Cl:1][C:2]1[CH:7]=[CH:6][C:5]([C:8]([N:10]2[CH2:15][CH2:14][N:13]([CH:16]3[CH:20]([OH:21])[CH2:19][NH:18][CH2:17]3)[CH2:12][CH2:11]2)=[O:9])=[CH:4][CH:3]=1.C1CCN2C(=NCCC2)CC1.Cl[C:34]1[C:43]2[C:38](=[CH:39][CH:40]=[C:41]([O:44][CH3:45])[CH:42]=2)[N:37]=[CH:36][N:35]=1.ClC1C2C(=CC=C(OC)C=2)N=C(C)N=1. The catalyst is CO.CCOC(C)=O.CCOCC.C(#N)C. The product is [Cl:1][C:2]1[CH:7]=[CH:6][C:5]([C:8]([N:10]2[CH2:15][CH2:14][N:13]([C@@H:16]3[C@@H:20]([OH:21])[CH2:19][N:18]([C:34]4[C:43]5[C:38](=[CH:39][CH:40]=[C:41]([O:44][CH3:45])[CH:42]=5)[N:37]=[CH:36][N:35]=4)[CH2:17]3)[CH2:12][CH2:11]2)=[O:9])=[CH:4][CH:3]=1. The yield is 0.500. (7) The reactants are [CH3:1][C:2]1[CH:6]=[C:5]([NH:7][S:8]([C:11]2[CH:16]=[CH:15][C:14](Br)=[CH:13][CH:12]=2)(=[O:10])=[O:9])[O:4][N:3]=1.[CH3:18][O:19][C:20]1[CH:25]=[CH:24][C:23](B(O)O)=[CH:22][CH:21]=1. No catalyst specified. The product is [CH3:1][C:2]1[CH:6]=[C:5]([NH:7][S:8]([C:11]2[CH:16]=[CH:15][C:14]([C:23]3[CH:24]=[CH:25][C:20]([O:19][CH3:18])=[CH:21][CH:22]=3)=[CH:13][CH:12]=2)(=[O:10])=[O:9])[O:4][N:3]=1. The yield is 0.820. (8) The reactants are [CH3:1][O:2][C:3]([N:5]1[CH2:10][C:9](=[O:11])[N:8]2[CH:12]([C:15]([OH:17])=O)[CH2:13][CH2:14][CH:7]2[CH2:6]1)=[O:4].CN(C(ON1N=NC2C=CC=NC1=2)=[N+](C)C)C.F[P-](F)(F)(F)(F)F.CN1CCOCC1.Cl.[NH2:50][CH2:51][C:52]([C:54]1[CH:59]=[CH:58][C:57]([Br:60])=[CH:56][CH:55]=1)=[O:53]. The catalyst is CN(C)C=O. The product is [CH3:1][O:2][C:3]([N:5]1[CH2:10][C:9](=[O:11])[N:8]2[CH:12]([C:15](=[O:17])[NH:50][CH2:51][C:52]([C:54]3[CH:59]=[CH:58][C:57]([Br:60])=[CH:56][CH:55]=3)=[O:53])[CH2:13][CH2:14][CH:7]2[CH2:6]1)=[O:4]. The yield is 0.750. (9) The reactants are [NH2:1][C:2]1[CH:3]=[C:4]([CH:7]=[CH:8][C:9]=1[NH:10][C:11]1[CH:16]=[CH:15][CH:14]=[C:13]([Br:17])[CH:12]=1)[C:5]#[N:6].[CH2:18](OC(OCC)OCC)C.CC1C=CC(S(O)(=O)=O)=CC=1. The catalyst is C1COCC1.C(Cl)Cl. The product is [Br:17][C:13]1[CH:12]=[C:11]([N:10]2[C:9]3[CH:8]=[CH:7][C:4]([C:5]#[N:6])=[CH:3][C:2]=3[N:1]=[CH:18]2)[CH:16]=[CH:15][CH:14]=1. The yield is 0.960. (10) The reactants are [NH2:1][C:2]1[C:3]2[C:13]([S:14][CH3:15])=[CH:12][C:11]([N:16]3[CH2:21][CH2:20][CH:19]([NH2:22])[CH2:18][CH2:17]3)=[CH:10][C:4]=2[S:5][C:6]=1[C:7]([NH2:9])=[O:8].[C:23](=[O:26])([O-])[O-:24].[K+].[K+]. The catalyst is CN(C=O)C.CO.O. The product is [C:3]([O:24][C:23](=[O:26])[NH:22][CH:19]1[CH2:18][CH2:17][N:16]([C:11]2[CH:12]=[C:13]([S:14][CH3:15])[C:3]3[C:2]([NH2:1])=[C:6]([C:7](=[O:8])[NH2:9])[S:5][C:4]=3[CH:10]=2)[CH2:21][CH2:20]1)([CH3:13])([CH3:4])[CH3:2]. The yield is 1.00.